This data is from Full USPTO retrosynthesis dataset with 1.9M reactions from patents (1976-2016). The task is: Predict the reactants needed to synthesize the given product. (1) Given the product [F:4][C:5]1[C:10]([O:2][CH3:1])=[C:9]([CH:12]=[O:13])[CH:8]=[CH:7][C:6]=1[C:14]1[CH:19]=[CH:18][C:17]([F:20])=[CH:16][C:15]=1[F:21], predict the reactants needed to synthesize it. The reactants are: [CH3:1][O-:2].[Na+].[F:4][C:5]1[C:10](F)=[C:9]([CH:12]=[O:13])[CH:8]=[CH:7][C:6]=1[C:14]1[CH:19]=[CH:18][C:17]([F:20])=[CH:16][C:15]=1[F:21]. (2) Given the product [F:11][C:12]1[CH:20]=[CH:19][C:15]([C:16]2[O:1][N:2]=[C:3]([C:5]3[CH:10]=[CH:9][N:8]=[N:7][CH:6]=3)[N:4]=2)=[CH:14][CH:13]=1, predict the reactants needed to synthesize it. The reactants are: [OH:1][N:2]=[C:3]([C:5]1[CH:10]=[CH:9][N:8]=[N:7][CH:6]=1)[NH2:4].[F:11][C:12]1[CH:20]=[CH:19][C:15]([C:16](Cl)=O)=[CH:14][CH:13]=1.N. (3) Given the product [CH3:3][C:4]1[N:5]([CH2:10][CH2:11][O:12][CH2:14][C:15](=[O:22])[CH2:16][C:17]([O:19][CH2:20][CH3:21])=[O:18])[C:6]([CH3:9])=[CH:7][CH:8]=1, predict the reactants needed to synthesize it. The reactants are: [H-].[Na+].[CH3:3][C:4]1[N:5]([CH2:10][CH2:11][OH:12])[C:6]([CH3:9])=[CH:7][CH:8]=1.Cl[CH2:14][C:15](=[O:22])[CH2:16][C:17]([O:19][CH2:20][CH3:21])=[O:18].Cl. (4) Given the product [C:24]([CH:2]([C:1]([O:14][CH2:15][C:16]1[CH:17]=[CH:18][CH:19]=[CH:20][CH:21]=1)=[O:13])[C:3]([O:5][CH2:6][C:7]1[CH:12]=[CH:11][CH:10]=[CH:9][CH:8]=1)=[O:4])#[CH:25], predict the reactants needed to synthesize it. The reactants are: [C:1]([O:14][CH2:15][C:16]1[CH:21]=[CH:20][CH:19]=[CH:18][CH:17]=1)(=[O:13])[CH2:2][C:3]([O:5][CH2:6][C:7]1[CH:12]=[CH:11][CH:10]=[CH:9][CH:8]=1)=[O:4].[H-].[Na+].[CH2:24](Br)[C:25]#C. (5) Given the product [NH2:11][C:9](=[O:10])[CH2:8][C:5]1[N:6]=[CH:7][C:2]([C:13]#[C:12][C:14]2[CH:15]=[C:16]([CH:38]=[CH:39][C:40]=2[CH3:41])[C:17]([NH:19][C:20]2[CH:25]=[CH:24][C:23]([CH2:26][N:27]3[CH2:28][CH2:29][N:30]([CH3:33])[CH2:31][CH2:32]3)=[C:22]([C:34]([F:35])([F:37])[F:36])[CH:21]=2)=[O:18])=[N:3][CH:4]=1, predict the reactants needed to synthesize it. The reactants are: Br[C:2]1[N:3]=[CH:4][C:5]([CH2:8][C:9]([NH2:11])=[O:10])=[N:6][CH:7]=1.[C:12]([C:14]1[CH:15]=[C:16]([CH:38]=[CH:39][C:40]=1[CH3:41])[C:17]([NH:19][C:20]1[CH:25]=[CH:24][C:23]([CH2:26][N:27]2[CH2:32][CH2:31][N:30]([CH3:33])[CH2:29][CH2:28]2)=[C:22]([C:34]([F:37])([F:36])[F:35])[CH:21]=1)=[O:18])#[CH:13]. (6) The reactants are: [C:1]([N:8]1[CH2:13][CH2:12][CH:11]([N:14]2[C:18]3[N:19]=[C:20](Cl)[N:21]=[C:22]([N:23]4[CH2:28][CH2:27][O:26][CH2:25][CH2:24]4)[C:17]=3[N:16]=[N:15]2)[CH2:10][CH2:9]1)([O:3][C:4]([CH3:7])([CH3:6])[CH3:5])=[O:2].[OH:30][CH2:31][C:32]1[CH:33]=[C:34](B(O)O)[CH:35]=[CH:36][CH:37]=1. Given the product [N:23]1([C:22]2[C:17]3[N:16]=[N:15][N:14]([CH:11]4[CH2:10][CH2:9][NH:8][CH2:13][CH2:12]4)[C:18]=3[N:19]=[C:20]([C:36]3[CH:37]=[C:32]([CH2:31][OH:30])[CH:33]=[CH:34][CH:35]=3)[N:21]=2)[CH2:24][CH2:25][O:26][CH2:27][CH2:28]1.[OH:30][CH2:31][C:32]1[CH:37]=[C:36]([C:20]2[N:21]=[C:22]([N:23]3[CH2:28][CH2:27][O:26][CH2:25][CH2:24]3)[C:17]3[N:16]=[N:15][N:14]([CH:11]4[CH2:12][CH2:13][N:8]([C:1]([O:3][C:4]([CH3:7])([CH3:6])[CH3:5])=[O:2])[CH2:9][CH2:10]4)[C:18]=3[N:19]=2)[CH:35]=[CH:34][CH:33]=1, predict the reactants needed to synthesize it. (7) Given the product [CH2:1]([O:3][C:4]([C:5]1[C:6](=[O:7])[C:8]2[CH:13]=[N:12][C:11]([S:14][CH3:15])=[N:10][C:9]=2[N:44]([C:41]2[CH:42]=[CH:43][C:38]([C:36]#[CH:37])=[CH:39][CH:40]=2)[CH:19]=1)=[O:18])[CH3:2], predict the reactants needed to synthesize it. The reactants are: [CH2:1]([O:3][C:4](=[O:18])[CH2:5][C:6]([C:8]1[C:9](OC)=[N:10][C:11]([S:14][CH3:15])=[N:12][CH:13]=1)=[O:7])[CH3:2].[C:19](OC(=O)C)(=O)C.C(OC(OCC)OCC)C.[C:36]([C:38]1[CH:43]=[CH:42][C:41]([NH2:44])=[CH:40][CH:39]=1)#[CH:37].C([O-])([O-])=O.[K+].[K+].